This data is from Full USPTO retrosynthesis dataset with 1.9M reactions from patents (1976-2016). The task is: Predict the reactants needed to synthesize the given product. (1) Given the product [C:1]([O:5][C:6]([NH:8][C@H:9]([C:19](=[O:20])[CH:25]=[CH2:26])[CH2:10][CH2:11][C:12]([O:14][C:15]([CH3:16])([CH3:17])[CH3:18])=[O:13])=[O:7])([CH3:2])([CH3:3])[CH3:4], predict the reactants needed to synthesize it. The reactants are: [C:1]([O:5][C:6]([NH:8][C@H:9]([C:19](N(OC)C)=[O:20])[CH2:10][CH2:11][C:12]([O:14][C:15]([CH3:18])([CH3:17])[CH3:16])=[O:13])=[O:7])([CH3:4])([CH3:3])[CH3:2].[CH:25]([Mg]Br)=[CH2:26]. (2) Given the product [N:10]1[CH:9]=[C:14]([CH2:15][CH2:16][O:17][C:18]2[CH:23]=[CH:22][C:21]([CH2:24][C:25]([O:27][CH2:28][CH3:29])=[O:26])=[CH:20][CH:19]=2)[CH:13]=[N:12][CH:11]=1, predict the reactants needed to synthesize it. The reactants are: C(N(CC)CC)C.Cl[C:9]1[C:14]([CH2:15][CH2:16][O:17][C:18]2[CH:23]=[CH:22][C:21]([CH2:24][C:25]([O:27][CH2:28][CH3:29])=[O:26])=[CH:20][CH:19]=2)=[C:13](Cl)[N:12]=[CH:11][N:10]=1.